From a dataset of Reaction yield outcomes from USPTO patents with 853,638 reactions. Predict the reaction yield, written as a fraction of the theoretical maximum amount of product (1.0 means a 100% yield; for example, 0.34 means a 34% yield). (1) The reactants are [CH3:1][O:2][C:3]([C:5]1([C:8]2[CH:13]=[CH:12][C:11]([OH:14])=[C:10]([NH2:15])[CH:9]=2)[CH2:7][CH2:6]1)=[O:4].Cl[C:17](Cl)([O:19]C(=O)OC(Cl)(Cl)Cl)Cl.O. The yield is 0.910. The product is [CH3:1][O:2][C:3]([C:5]1([C:8]2[CH:13]=[CH:12][C:11]3[O:14][C:17](=[O:19])[NH:15][C:10]=3[CH:9]=2)[CH2:7][CH2:6]1)=[O:4]. The catalyst is C1COCC1. (2) The reactants are Cl.[S:2]([N:12]1[C:16]2=[N:17][CH:18]=[C:19]([C:21]([O:23]C)=[O:22])[N:20]=[C:15]2[CH:14]=[CH:13]1)([C:5]1[CH:11]=[CH:10][C:8]([CH3:9])=[CH:7][CH:6]=1)(=[O:4])=[O:3]. The catalyst is O1CCOCC1. The product is [S:2]([N:12]1[C:16]2=[N:17][CH:18]=[C:19]([C:21]([OH:23])=[O:22])[N:20]=[C:15]2[CH:14]=[CH:13]1)([C:5]1[CH:6]=[CH:7][C:8]([CH3:9])=[CH:10][CH:11]=1)(=[O:4])=[O:3]. The yield is 0.850. (3) The reactants are [CH3:1][O:2][C:3]([C:5]1[N:6]=[CH:7][C:8]2[C:13]([CH:14]=1)=[CH:12][CH:11]=[C:10]([N+:15]([O-])=O)[CH:9]=2)=[O:4]. The catalyst is CO. The product is [CH3:1][O:2][C:3]([C:5]1[N:6]=[CH:7][C:8]2[C:13]([CH:14]=1)=[CH:12][CH:11]=[C:10]([NH2:15])[CH:9]=2)=[O:4]. The yield is 1.00. (4) The reactants are [CH3:1][O:2][C:3]1[CH:8]=[C:7]([O:9][CH3:10])[CH:6]=[CH:5][C:4]=1[NH:11][C:12]1[N:23]=[CH:22][CH:21]=[CH:20][C:13]=1[C:14]([NH:16][CH2:17][C:18]#[CH:19])=[O:15].[N:24]([CH2:27][C:28]1[CH:33]=[CH:32][CH:31]=[C:30](OC2C=CC=CC=2)[CH:29]=1)=[N+:25]=[N-:26].O.[O:42]=[C:43]1O[C@H]([C@H](CO)O)C([O-])=C1O.[Na+]. The catalyst is S([O-])([O-])(=O)=O.[Cu+2].C(O)(C)(C)C. The product is [CH3:1][O:2][C:3]1[CH:8]=[C:7]([O:9][CH3:10])[CH:6]=[CH:5][C:4]=1[NH:11][C:12]1[N:23]=[CH:22][CH:21]=[CH:20][C:13]=1[C:14]([NH:16][CH2:17][C:18]1[N:26]=[N:25][N:24]([CH2:27][C:28]2[CH:29]=[CH:30][C:31]([O:42][CH3:43])=[CH:32][CH:33]=2)[CH:19]=1)=[O:15]. The yield is 0.790. (5) The product is [F:24][C:19]1[CH:20]=[CH:21][CH:22]=[C:23]2[C:18]=1[NH:17][CH:16]=[C:15]2[CH2:14][C@@H:5]([C:4]([OH:25])=[O:3])[NH2:11]. The reactants are C([O:3][C:4](=[O:25])[C:5]([CH2:14][C:15]1[C:23]2[C:18](=[C:19]([F:24])[CH:20]=[CH:21][CH:22]=2)[NH:17][CH:16]=1)([NH:11]C=O)C(OCC)=O)C.[OH-].[Na+].C(O)(=O)C. The catalyst is C1COCC1. The yield is 0.520. (6) The reactants are [Cl:1][C:2]1[CH:10]=[CH:9][C:5]([C:6]([OH:8])=O)=[CH:4][CH:3]=1.C(C1NC=CN=1)(C1NC=CN=1)=O.[Cl:23][C:24]1[CH:43]=[CH:42][C:27]2[NH:28][C:29]([C:31]3[CH:41]=[CH:40][C:34](/[C:35](=[N:38]/[H])/[NH:36]O)=[CH:33][CH:32]=3)=[N:30][C:26]=2[CH:25]=1. The catalyst is CN(C=O)C. The product is [Cl:23][C:24]1[CH:43]=[CH:42][C:27]2[NH:28][C:29]([C:31]3[CH:32]=[CH:33][C:34]([C:35]4[N:38]=[C:6]([C:5]5[CH:4]=[CH:3][C:2]([Cl:1])=[CH:10][CH:9]=5)[O:8][N:36]=4)=[CH:40][CH:41]=3)=[N:30][C:26]=2[CH:25]=1. The yield is 0.551. (7) The reactants are Cl.[CH:2]12[NH:8][CH:5]([CH2:6][CH2:7]1)[CH2:4][CH2:3]2.F[C:10]1[CH:15]=[CH:14][C:13]([N+:16]([O-:18])=[O:17])=[C:12]([C:19]([F:22])([F:21])[F:20])[CH:11]=1.C(N(CC)CC)C. The catalyst is C(#N)C. The product is [N+:16]([C:13]1[CH:14]=[CH:15][C:10]([N:8]2[CH:5]3[CH2:6][CH2:7][CH:2]2[CH2:3][CH2:4]3)=[CH:11][C:12]=1[C:19]([F:20])([F:21])[F:22])([O-:18])=[O:17]. The yield is 0.880.